From a dataset of Merck oncology drug combination screen with 23,052 pairs across 39 cell lines. Regression. Given two drug SMILES strings and cell line genomic features, predict the synergy score measuring deviation from expected non-interaction effect. (1) Cell line: PA1. Drug 1: CCC1=CC2CN(C1)Cc1c([nH]c3ccccc13)C(C(=O)OC)(c1cc3c(cc1OC)N(C)C1C(O)(C(=O)OC)C(OC(C)=O)C4(CC)C=CCN5CCC31C54)C2. Synergy scores: synergy=-37.7. Drug 2: CC(C)CC(NC(=O)C(Cc1ccccc1)NC(=O)c1cnccn1)B(O)O. (2) Drug 2: COC1=C2CC(C)CC(OC)C(O)C(C)C=C(C)C(OC(N)=O)C(OC)C=CC=C(C)C(=O)NC(=CC1=O)C2=O. Cell line: NCIH2122. Drug 1: CC1CC2C3CCC4=CC(=O)C=CC4(C)C3(F)C(O)CC2(C)C1(O)C(=O)CO. Synergy scores: synergy=-6.27. (3) Cell line: ES2. Drug 2: Cn1cc(-c2cnn3c(N)c(Br)c(C4CCCNC4)nc23)cn1. Drug 1: N#Cc1ccc(Cn2cncc2CN2CCN(c3cccc(Cl)c3)C(=O)C2)cc1. Synergy scores: synergy=18.6. (4) Drug 1: N#Cc1ccc(Cn2cncc2CN2CCN(c3cccc(Cl)c3)C(=O)C2)cc1. Drug 2: COC1=C2CC(C)CC(OC)C(O)C(C)C=C(C)C(OC(N)=O)C(OC)C=CC=C(C)C(=O)NC(=CC1=O)C2=O. Cell line: SKMEL30. Synergy scores: synergy=6.21. (5) Drug 1: CCC1(O)C(=O)OCc2c1cc1n(c2=O)Cc2cc3c(CN(C)C)c(O)ccc3nc2-1. Drug 2: CNC(=O)c1cc(Oc2ccc(NC(=O)Nc3ccc(Cl)c(C(F)(F)F)c3)cc2)ccn1. Cell line: MDAMB436. Synergy scores: synergy=-4.88. (6) Drug 1: COC1=C2CC(C)CC(OC)C(O)C(C)C=C(C)C(OC(N)=O)C(OC)C=CC=C(C)C(=O)NC(=CC1=O)C2=O. Drug 2: Cn1cc(-c2cnn3c(N)c(Br)c(C4CCCNC4)nc23)cn1. Cell line: NCIH1650. Synergy scores: synergy=-0.880. (7) Drug 1: CC1(c2nc3c(C(N)=O)cccc3[nH]2)CCCN1. Drug 2: NC1CCCCC1N.O=C(O)C(=O)O.[Pt+2]. Cell line: OVCAR3. Synergy scores: synergy=-3.21. (8) Drug 1: CCN(CC)CCNC(=O)c1c(C)[nH]c(C=C2C(=O)Nc3ccc(F)cc32)c1C. Drug 2: COC1=C2CC(C)CC(OC)C(O)C(C)C=C(C)C(OC(N)=O)C(OC)C=CC=C(C)C(=O)NC(=CC1=O)C2=O. Cell line: SW837. Synergy scores: synergy=-5.61. (9) Drug 1: NC(=O)c1cccc2cn(-c3ccc(C4CCCNC4)cc3)nc12. Drug 2: CCc1c2c(nc3ccc(O)cc13)-c1cc3c(c(=O)n1C2)COC(=O)C3(O)CC. Cell line: NCIH1650. Synergy scores: synergy=26.6. (10) Drug 1: COc1cccc2c1C(=O)c1c(O)c3c(c(O)c1C2=O)CC(O)(C(=O)CO)CC3OC1CC(N)C(O)C(C)O1. Drug 2: CNC(=O)c1cc(Oc2ccc(NC(=O)Nc3ccc(Cl)c(C(F)(F)F)c3)cc2)ccn1. Cell line: MSTO. Synergy scores: synergy=-9.51.